From a dataset of Forward reaction prediction with 1.9M reactions from USPTO patents (1976-2016). Predict the product of the given reaction. Given the reactants Cl[C:2]1[C:7]([F:8])=CN=[C:4]2[NH:9][CH:10]=[CH:11][C:3]=12.Cl.[I-:13].[Na+].[OH-].[Na+].O1[CH2:22][CH2:21]OCC1, predict the reaction product. The product is: [F:8][C:7]1[C:2]([I:13])=[C:3]2[C:4](=[CH:21][CH:22]=1)[NH:9][CH:10]=[CH:11]2.